The task is: Predict the reaction yield, written as a fraction of the theoretical maximum amount of product (1.0 means a 100% yield; for example, 0.34 means a 34% yield).. This data is from Reaction yield outcomes from USPTO patents with 853,638 reactions. (1) The reactants are [CH3:1][C:2]1[O:6][N:5]=[C:4]([C:7]2[CH:12]=[CH:11][CH:10]=[CH:9][CH:8]=2)[C:3]=1[CH2:13][O:14][C:15]1[N:20]=[CH:19][C:18]([C:21]([NH:23][CH:24]2[CH2:29][CH2:28][CH2:27][N:26]([CH2:30][C:31]([OH:33])=O)[CH2:25]2)=[O:22])=[CH:17][CH:16]=1.[CH2:34]([NH2:36])[CH3:35]. The catalyst is O. The product is [CH2:34]([NH:36][C:31]([CH2:30][N:26]1[CH2:27][CH2:28][CH2:29][CH:24]([NH:23][C:21](=[O:22])[C:18]2[CH:17]=[CH:16][C:15]([O:14][CH2:13][C:3]3[C:4]([C:7]4[CH:8]=[CH:9][CH:10]=[CH:11][CH:12]=4)=[N:5][O:6][C:2]=3[CH3:1])=[N:20][CH:19]=2)[CH2:25]1)=[O:33])[CH3:35]. The yield is 0.630. (2) The reactants are Br[C:2]1[C:3]2[C:4]3[CH:17]=[CH:16][S:15][C:5]=3[C:6](=[O:14])[NH:7][C:8]=2[CH:9]=[CH:10][C:11]=1[O:12][CH3:13].[C:18]([NH:22][S:23]([C:26]1[CH:31]=[CH:30][C:29](B(O)O)=[CH:28][CH:27]=1)(=[O:25])=[O:24])([CH3:21])([CH3:20])[CH3:19]. No catalyst specified. The product is [C:18]([NH:22][S:23]([C:26]1[CH:31]=[CH:30][C:29]([C:2]2[C:3]3[C:4]4[CH:17]=[CH:16][S:15][C:5]=4[C:6](=[O:14])[NH:7][C:8]=3[CH:9]=[CH:10][C:11]=2[O:12][CH3:13])=[CH:28][CH:27]=1)(=[O:25])=[O:24])([CH3:21])([CH3:19])[CH3:20]. The yield is 0.600. (3) The reactants are [N:1]1[C:10]2[C:5](=[CH:6][CH:7]=[CH:8][CH:9]=2)[N:4]=[CH:3][C:2]=1[NH:11][C:12]1[O:13][C@:14]2([CH2:22][N:23]=1)[CH:19]1[CH2:20][CH2:21][N:16]([CH2:17][CH2:18]1)[CH2:15]2.ClC1C=C(C=CC=1)C(OO)=[O:29]. The catalyst is C1COCC1. The product is [N:1]1[C:10]2[C:5](=[CH:6][CH:7]=[CH:8][CH:9]=2)[N:4]=[CH:3][C:2]=1[NH:11][C:12]1[O:13][C@:14]2([CH2:22][N:23]=1)[CH:19]1[CH2:18][CH2:17][N+:16]([O-:29])([CH2:21][CH2:20]1)[CH2:15]2. The yield is 0.960. (4) The reactants are [CH3:1][O:2][C:3]([CH:5](P(OC)(OC)=O)[NH:6][C:7]([O:9][CH2:10][C:11]1[CH:16]=[CH:15][CH:14]=[CH:13][CH:12]=1)=[O:8])=[O:4].N12CCCN=C1CCCCC2.[F:34][C:35]1[CH:42]=[CH:41][CH:40]=[C:39]([F:43])[C:36]=1[CH:37]=O.C(OCC)C. The catalyst is C(Cl)Cl. The product is [CH3:1][O:2][C:3](=[O:4])[C:5]([NH:6][C:7]([O:9][CH2:10][C:11]1[CH:12]=[CH:13][CH:14]=[CH:15][CH:16]=1)=[O:8])=[CH:37][C:36]1[C:35]([F:34])=[CH:42][CH:41]=[CH:40][C:39]=1[F:43]. The yield is 0.720. (5) The reactants are [F:1][C:2]1[CH:3]=[C:4]([S:8]([C:11]2[CH:16]=[CH:15][C:14]([N:17]3[CH2:23][CH2:22][CH2:21][N:20]([C:24]([O:26][C:27]([CH3:30])([CH3:29])[CH3:28])=[O:25])[CH2:19][CH2:18]3)=[CH:13][C:12]=2[N+:31]([O-])=O)(=[O:10])=[O:9])[CH:5]=[CH:6][CH:7]=1.CO.[H][H]. The catalyst is C1COCC1.CCO.[Pd]. The product is [NH2:31][C:12]1[CH:13]=[C:14]([N:17]2[CH2:23][CH2:22][CH2:21][N:20]([C:24]([O:26][C:27]([CH3:30])([CH3:29])[CH3:28])=[O:25])[CH2:19][CH2:18]2)[CH:15]=[CH:16][C:11]=1[S:8]([C:4]1[CH:5]=[CH:6][CH:7]=[C:2]([F:1])[CH:3]=1)(=[O:9])=[O:10]. The yield is 0.980.